From a dataset of Forward reaction prediction with 1.9M reactions from USPTO patents (1976-2016). Predict the product of the given reaction. (1) Given the reactants [Cl:1][C:2]1[CH:3]=[C:4]([CH:7]=[C:8]([Cl:31])[C:9]=1[NH:10][C:11]1[S:12][C:13]2[N:14]=[CH:15][N:16]=[C:17]([NH:20][C:21]3[CH:26]=[CH:25][C:24]([C:27]([F:30])([F:29])[F:28])=[CH:23][CH:22]=3)[C:18]=2[N:19]=1)[C:5]#N.[OH:32]S(O)(=O)=O.[CH3:37][OH:38], predict the reaction product. The product is: [CH3:37][O:38][C:5](=[O:32])[C:4]1[CH:3]=[C:2]([Cl:1])[C:9]([NH:10][C:11]2[S:12][C:13]3[N:14]=[CH:15][N:16]=[C:17]([NH:20][C:21]4[CH:26]=[CH:25][C:24]([C:27]([F:30])([F:29])[F:28])=[CH:23][CH:22]=4)[C:18]=3[N:19]=2)=[C:8]([Cl:31])[CH:7]=1. (2) Given the reactants [NH2:1][C:2]1[CH:3]=[C:4]2[C:9](=[CH:10][CH:11]=1)[N:8]([CH2:12][CH2:13][N:14]1[CH2:19][CH2:18][O:17][CH2:16][CH2:15]1)[C:7](=O)[CH2:6][CH2:5]2.[H-].[Al+3].[Li+].[H-].[H-].[H-], predict the reaction product. The product is: [O:17]1[CH2:18][CH2:19][N:14]([CH2:13][CH2:12][N:8]2[C:9]3[C:4](=[CH:3][C:2]([NH2:1])=[CH:11][CH:10]=3)[CH2:5][CH2:6][CH2:7]2)[CH2:15][CH2:16]1. (3) Given the reactants [CH3:1][O:2][C:3](=[O:36])[CH:4]([NH:8][C:9](=[O:35])[CH:10]([NH:27][C:28]([O:30]C(C)(C)C)=O)[CH2:11][O:12][CH2:13][C:14]1[CH:19]=[CH:18][C:17]([C:20]2[CH:25]=[CH:24][CH:23]=[C:22]([F:26])[CH:21]=2)=[CH:16][CH:15]=1)[CH:5]([CH3:7])[CH3:6].O.CCN(C(C)C)C(C)C.ClC(OC1C=CC=CC=1)=O, predict the reaction product. The product is: [CH3:1][O:2][C:3](=[O:36])[CH:4]([N:8]1[C:9](=[O:35])[CH:10]([CH2:11][O:12][CH2:13][C:14]2[CH:15]=[CH:16][C:17]([C:20]3[CH:25]=[CH:24][CH:23]=[C:22]([F:26])[CH:21]=3)=[CH:18][CH:19]=2)[NH:27][C:28]1=[O:30])[CH:5]([CH3:6])[CH3:7]. (4) Given the reactants [Cl:1][C:2]1[CH:7]=[C:6]([I:8])[CH:5]=[CH:4][C:3]=1[OH:9].C([O-])([O-])=O.[K+].[K+].[CH3:16][CH:17]([Si:19](Cl)([CH:23]([CH3:25])[CH3:24])[CH:20]([CH3:22])[CH3:21])[CH3:18], predict the reaction product. The product is: [Cl:1][C:2]1[CH:7]=[C:6]([I:8])[CH:5]=[CH:4][C:3]=1[O:9][Si:19]([CH:23]([CH3:25])[CH3:24])([CH:20]([CH3:22])[CH3:21])[CH:17]([CH3:18])[CH3:16]. (5) Given the reactants [BH4-].[Li+].C([O:5][C:6](=O)[C:7]1[CH:12]=[CH:11][CH:10]=[CH:9][C:8]=1[N:13]([S:15]([CH3:18])(=[O:17])=[O:16])[CH3:14])C.[Cl-].[NH4+].S([O-])([O-])(=O)=O.[Na+].[Na+], predict the reaction product. The product is: [OH:5][CH2:6][C:7]1[CH:12]=[CH:11][CH:10]=[CH:9][C:8]=1[N:13]([CH3:14])[S:15]([CH3:18])(=[O:17])=[O:16]. (6) Given the reactants Cl[C:2]1[C:11]2[C:6](=[CH:7][CH:8]=[C:9]([Cl:12])[CH:10]=2)[N:5]([CH3:13])[C:4](=[O:14])[C:3]=1[C:15]#[N:16].[NH:17]1[CH2:22][CH2:21][NH:20][CH2:19][CH2:18]1, predict the reaction product. The product is: [Cl:12][C:9]1[CH:10]=[C:11]2[C:6](=[CH:7][CH:8]=1)[N:5]([CH3:13])[C:4](=[O:14])[C:3]([C:15]#[N:16])=[C:2]2[N:17]1[CH2:22][CH2:21][NH:20][CH2:19][CH2:18]1.